This data is from Forward reaction prediction with 1.9M reactions from USPTO patents (1976-2016). The task is: Predict the product of the given reaction. (1) Given the reactants [CH3:1][N:2]1[C:6](=[O:7])[CH2:5][N:4]([CH2:8][C:9]2[CH:17]=[CH:16][C:12]([C:13]([OH:15])=O)=[CH:11][CH:10]=2)[C:3]1=[O:18].[CH3:19][CH2:20][N:21]=[C:22]=[N:23][CH2:24][CH2:25][CH2:26][N:27](C)C.[CH:30]1[CH:31]=[CH:32]C2N(O)N=NC=2[CH:35]=1.[CH3:40][N:41]1CCOCC1, predict the reaction product. The product is: [CH3:1][N:2]1[C:6](=[O:7])[CH2:5][N:4]([CH2:8][C:9]2[CH:10]=[CH:11][C:12]([C:13]([NH:27][C:26]3[CH:35]=[CH:30][C:31]([CH3:32])=[C:24]([NH:23][C:22]4[N:21]=[CH:20][CH:19]=[CH:40][N:41]=4)[CH:25]=3)=[O:15])=[CH:16][CH:17]=2)[C:3]1=[O:18]. (2) Given the reactants [C:1]([O:5][C:6]([N:8]([C:37]([O:39][C:40]([CH3:43])([CH3:42])[CH3:41])=[O:38])[C:9]1[C:14]([C:15]2[O:19][C:18]([C:20]3[CH:25]=[CH:24][C:23]([CH2:26][N:27]([CH3:35])[C:28](=[O:34])[O:29][C:30]([CH3:33])([CH3:32])[CH3:31])=[CH:22][CH:21]=3)=[N:17][N:16]=2)=[CH:13][C:12](Br)=[CH:11][N:10]=1)=[O:7])([CH3:4])([CH3:3])[CH3:2].[CH:44]([S:47]([C:50]1[CH:55]=[CH:54][C:53](B2OC(C)(C)C(C)(C)O2)=[CH:52][CH:51]=1)(=[O:49])=[O:48])([CH3:46])[CH3:45].C([O-])([O-])=O.[Na+].[Na+], predict the reaction product. The product is: [C:1]([O:5][C:6]([N:8]([C:37]([O:39][C:40]([CH3:43])([CH3:42])[CH3:41])=[O:38])[C:9]1[C:14]([C:15]2[O:19][C:18]([C:20]3[CH:25]=[CH:24][C:23]([CH2:26][N:27]([CH3:35])[C:28](=[O:34])[O:29][C:30]([CH3:33])([CH3:32])[CH3:31])=[CH:22][CH:21]=3)=[N:17][N:16]=2)=[CH:13][C:12]([C:53]2[CH:52]=[CH:51][C:50]([S:47]([CH:44]([CH3:46])[CH3:45])(=[O:49])=[O:48])=[CH:55][CH:54]=2)=[CH:11][N:10]=1)=[O:7])([CH3:4])([CH3:3])[CH3:2]. (3) Given the reactants [CH2:1]([O:3][C:4](=[O:11])[CH:5]([CH2:9][CH3:10])[C:6](=[O:8])[CH3:7])[CH3:2].[CH2:12](O)[CH2:13][OH:14].C1(C)C=CC(S(O)(=O)=O)=CC=1, predict the reaction product. The product is: [CH3:7][C:6]1([CH:5]([CH2:9][CH3:10])[C:4]([O:3][CH2:1][CH3:2])=[O:11])[O:14][CH2:13][CH2:12][O:8]1. (4) Given the reactants C([O:8][C:9]1[CH:10]=[C:11]([C:15]([CH2:21][O:22][CH3:23])=[CH:16][C:17]([O:19][CH3:20])=[O:18])[CH:12]=[CH:13][CH:14]=1)C1C=CC=CC=1, predict the reaction product. The product is: [OH:8][C:9]1[CH:10]=[C:11]([CH:15]([CH2:21][O:22][CH3:23])[CH2:16][C:17]([O:19][CH3:20])=[O:18])[CH:12]=[CH:13][CH:14]=1. (5) Given the reactants C(OC([NH:8][C@@H:9]([C:15]1[CH:20]=[C:19]([NH:21][C:22]([O:24][CH3:25])=[O:23])[CH:18]=[CH:17][C:16]=1[S:26]([CH:29]([CH3:31])[CH3:30])(=[O:28])=[O:27])[CH2:10][C:11]([O:13][CH3:14])=[O:12])=O)(C)(C)C.[ClH:32].O1CCOCC1, predict the reaction product. The product is: [ClH:32].[NH2:8][C@@H:9]([C:15]1[CH:20]=[C:19]([NH:21][C:22]([O:24][CH3:25])=[O:23])[CH:18]=[CH:17][C:16]=1[S:26]([CH:29]([CH3:31])[CH3:30])(=[O:28])=[O:27])[CH2:10][C:11]([O:13][CH3:14])=[O:12]. (6) Given the reactants [P:1]([O-:5])([O-:4])([O-:3])=[O:2].[F:6][C:7]1[C:12]([F:13])=[C:11]([C:14]([F:17])([F:16])[F:15])[CH:10]=[CH:9][C:8]=1[C:18]1[N:19]=[C:20]([NH:23][C:24](=[O:39])[CH2:25][C:26]2[C:34]3[C:33](=[O:35])[N:32]([CH3:36])[C:31](=[O:37])[N:30]([CH3:38])[C:29]=3[S:28][N:27]=2)[S:21][CH:22]=1.[CH3:40]C(C)([O-])C.[Na+], predict the reaction product. The product is: [P:1]([OH:5])([OH:4])([O:3][CH2:40][N:19]1[C:18]([C:8]2[CH:9]=[CH:10][C:11]([C:14]([F:16])([F:15])[F:17])=[C:12]([F:13])[C:7]=2[F:6])=[CH:22][S:21][C:20]1=[N:23][C:24](=[O:39])[CH2:25][C:26]1[C:34]2[C:33](=[O:35])[N:32]([CH3:36])[C:31](=[O:37])[N:30]([CH3:38])[C:29]=2[S:28][N:27]=1)=[O:2].